Dataset: Full USPTO retrosynthesis dataset with 1.9M reactions from patents (1976-2016). Task: Predict the reactants needed to synthesize the given product. (1) Given the product [CH2:1]([O:3][C:4](=[O:11])[CH2:5][N:6]([C:17]([O:16][C:13]([CH3:15])([CH3:14])[CH3:12])=[O:18])[CH2:7][CH2:8][CH2:9][OH:10])[CH3:2], predict the reactants needed to synthesize it. The reactants are: [CH2:1]([O:3][C:4](=[O:11])[CH2:5][NH:6][CH2:7][CH2:8][CH2:9][OH:10])[CH3:2].[CH3:12][C:13]([O:16][C:17](O[C:17]([O:16][C:13]([CH3:15])([CH3:14])[CH3:12])=[O:18])=[O:18])([CH3:15])[CH3:14]. (2) Given the product [C:47]([O:46][C:44]([N:37]1[CH2:38][CH2:39][CH2:40][CH:36]1[C:34]1[S:33][C:32]([CH3:41])=[C:31]([C:29]([OH:28])=[O:30])[CH:35]=1)=[O:45])([CH3:50])([CH3:49])[CH3:48], predict the reactants needed to synthesize it. The reactants are: C([C@@](C(O)=O)(O)[C@@](C(=O)C1C=CC=CC=1)(O)C(O)=O)(=O)C1C=CC=CC=1.C[O:28][C:29]([C:31]1[CH:35]=[C:34]([CH:36]2[CH2:40][CH2:39][CH2:38][NH:37]2)[S:33][C:32]=1[CH3:41])=[O:30].[OH-].[Na+].[C:44](O[C:44]([O:46][C:47]([CH3:50])([CH3:49])[CH3:48])=[O:45])([O:46][C:47]([CH3:50])([CH3:49])[CH3:48])=[O:45].O.[OH-].[Li+].Cl.